From a dataset of NCI-60 drug combinations with 297,098 pairs across 59 cell lines. Regression. Given two drug SMILES strings and cell line genomic features, predict the synergy score measuring deviation from expected non-interaction effect. (1) Drug 1: CC1=C(C(CCC1)(C)C)C=CC(=CC=CC(=CC(=O)O)C)C. Drug 2: C1=NC(=NC(=O)N1C2C(C(C(O2)CO)O)O)N. Cell line: MOLT-4. Synergy scores: CSS=6.39, Synergy_ZIP=-4.05, Synergy_Bliss=-0.674, Synergy_Loewe=-12.1, Synergy_HSA=-6.95. (2) Drug 2: CC(C)(C#N)C1=CC(=CC(=C1)CN2C=NC=N2)C(C)(C)C#N. Cell line: A498. Synergy scores: CSS=-5.96, Synergy_ZIP=-5.96, Synergy_Bliss=-15.5, Synergy_Loewe=-18.3, Synergy_HSA=-18.2. Drug 1: CNC(=O)C1=NC=CC(=C1)OC2=CC=C(C=C2)NC(=O)NC3=CC(=C(C=C3)Cl)C(F)(F)F.